This data is from Reaction yield outcomes from USPTO patents with 853,638 reactions. The task is: Predict the reaction yield, written as a fraction of the theoretical maximum amount of product (1.0 means a 100% yield; for example, 0.34 means a 34% yield). (1) The reactants are [NH:1]1[C:5]2=[CH:6][N:7]=[CH:8][CH:9]=[C:4]2[CH:3]=[C:2]1[C:10]([O:12][CH2:13][CH3:14])=[O:11]. The catalyst is C(O)(=O)C.[Rh]. The product is [NH:1]1[C:5]2[CH2:6][NH:7][CH2:8][CH2:9][C:4]=2[CH:3]=[C:2]1[C:10]([O:12][CH2:13][CH3:14])=[O:11]. The yield is 0.970. (2) The reactants are P12(SP3(SP(SP(S3)(S1)=S)(=S)S2)=S)=[S:2].[F:15][CH:16]([F:41])[C:17]1[C:21]([C:22]([NH:24][C:25]2[C:33]3[CH:32]([CH2:34][CH3:35])[O:31][C:30]([CH2:38][CH3:39])([CH2:36][CH3:37])[C:29]=3[CH:28]=[CH:27][CH:26]=2)=O)=[CH:20][N:19]([CH3:40])[N:18]=1. The catalyst is O1CCOCC1. The product is [F:15][CH:16]([F:41])[C:17]1[C:21]([C:22](=[S:2])[NH:24][C:25]2[C:33]3[CH:32]([CH2:34][CH3:35])[O:31][C:30]([CH2:38][CH3:39])([CH2:36][CH3:37])[C:29]=3[CH:28]=[CH:27][CH:26]=2)=[CH:20][N:19]([CH3:40])[N:18]=1. The yield is 0.610. (3) The product is [CH2:6]([N:8]([CH2:9][CH3:10])[CH2:2][C:3]([NH2:5])=[O:4])[CH3:7]. The reactants are Br[CH2:2][C:3]([NH2:5])=[O:4].[CH2:6]([NH:8][CH2:9][CH3:10])[CH3:7]. The catalyst is C(Cl)(Cl)Cl. The yield is 0.790. (4) The reactants are C1(P(N=[N+]=[N-])(C2C=CC=CC=2)=[O:8])C=CC=CC=1.[Br:18][C:19]1[C:20](C(O)=O)=[CH:21][C:22]2[N:23]([CH:25]=[C:26]([C:28]3[CH:33]=[CH:32][CH:31]=[CH:30][CH:29]=3)[N:27]=2)[CH:24]=1.C([N:39]([CH2:42]C)CC)C.[C:44]([OH:48])([CH3:47])([CH3:46])[CH3:45]. The catalyst is C(OCC)(=O)C. The product is [C:44]([O:48][C:42](=[O:8])[NH:39][C:20]1[C:19]([Br:18])=[CH:24][N:23]2[CH:25]=[C:26]([C:28]3[CH:29]=[CH:30][CH:31]=[CH:32][CH:33]=3)[N:27]=[C:22]2[CH:21]=1)([CH3:47])([CH3:46])[CH3:45]. The yield is 0.250.